The task is: Regression. Given two drug SMILES strings and cell line genomic features, predict the synergy score measuring deviation from expected non-interaction effect.. This data is from NCI-60 drug combinations with 297,098 pairs across 59 cell lines. (1) Drug 1: CC1=C2C(C(=O)C3(C(CC4C(C3C(C(C2(C)C)(CC1OC(=O)C(C(C5=CC=CC=C5)NC(=O)C6=CC=CC=C6)O)O)OC(=O)C7=CC=CC=C7)(CO4)OC(=O)C)O)C)OC(=O)C. Drug 2: C1=NNC2=C1C(=O)NC=N2. Cell line: HCT-15. Synergy scores: CSS=0.346, Synergy_ZIP=-4.14, Synergy_Bliss=-5.42, Synergy_Loewe=-16.6, Synergy_HSA=-8.72. (2) Drug 1: C1=C(C(=O)NC(=O)N1)F. Drug 2: C(CCl)NC(=O)N(CCCl)N=O. Cell line: HT29. Synergy scores: CSS=30.2, Synergy_ZIP=1.49, Synergy_Bliss=-2.71, Synergy_Loewe=-12.2, Synergy_HSA=-3.67. (3) Drug 1: CCC1(CC2CC(C3=C(CCN(C2)C1)C4=CC=CC=C4N3)(C5=C(C=C6C(=C5)C78CCN9C7C(C=CC9)(C(C(C8N6C=O)(C(=O)OC)O)OC(=O)C)CC)OC)C(=O)OC)O.OS(=O)(=O)O. Drug 2: CCN(CC)CCCC(C)NC1=C2C=C(C=CC2=NC3=C1C=CC(=C3)Cl)OC. Cell line: PC-3. Synergy scores: CSS=3.95, Synergy_ZIP=3.42, Synergy_Bliss=-1.99, Synergy_Loewe=-3.34, Synergy_HSA=-2.47. (4) Drug 1: C1CC(=O)NC(=O)C1N2CC3=C(C2=O)C=CC=C3N. Drug 2: C1=CC(=CC=C1C#N)C(C2=CC=C(C=C2)C#N)N3C=NC=N3. Cell line: MALME-3M. Synergy scores: CSS=-1.10, Synergy_ZIP=0.586, Synergy_Bliss=0.106, Synergy_Loewe=-0.192, Synergy_HSA=-1.34. (5) Drug 2: N.N.Cl[Pt+2]Cl. Synergy scores: CSS=16.9, Synergy_ZIP=3.13, Synergy_Bliss=1.94, Synergy_Loewe=-13.7, Synergy_HSA=-1.52. Cell line: M14. Drug 1: COC1=C2C(=CC3=C1OC=C3)C=CC(=O)O2. (6) Drug 1: C1=CC(=C2C(=C1NCCNCCO)C(=O)C3=C(C=CC(=C3C2=O)O)O)NCCNCCO. Drug 2: C1=NC2=C(N1)C(=S)N=C(N2)N. Cell line: NCI-H226. Synergy scores: CSS=37.7, Synergy_ZIP=-3.94, Synergy_Bliss=-3.56, Synergy_Loewe=-13.4, Synergy_HSA=0.484. (7) Drug 1: CC1OCC2C(O1)C(C(C(O2)OC3C4COC(=O)C4C(C5=CC6=C(C=C35)OCO6)C7=CC(=C(C(=C7)OC)O)OC)O)O. Drug 2: C1=NC2=C(N=C(N=C2N1C3C(C(C(O3)CO)O)O)F)N. Cell line: DU-145. Synergy scores: CSS=17.8, Synergy_ZIP=-1.78, Synergy_Bliss=-2.35, Synergy_Loewe=-7.91, Synergy_HSA=-2.15.